From a dataset of Peptide-MHC class I binding affinity with 185,985 pairs from IEDB/IMGT. Regression. Given a peptide amino acid sequence and an MHC pseudo amino acid sequence, predict their binding affinity value. This is MHC class I binding data. (1) The peptide sequence is LSDNLSLVY. The MHC is HLA-A30:01 with pseudo-sequence HLA-A30:01. The binding affinity (normalized) is 0.0847. (2) The peptide sequence is RVLSFIKGTK. The MHC is HLA-A03:01 with pseudo-sequence HLA-A03:01. The binding affinity (normalized) is 0.536.